This data is from Forward reaction prediction with 1.9M reactions from USPTO patents (1976-2016). The task is: Predict the product of the given reaction. (1) The product is: [CH:11]1([C:9]2[CH:8]=[CH:7][C:6]([NH:14][C:15]3[CH:20]=[CH:19][C:18]([C:21]4[CH:26]=[CH:25][C:24]([F:27])=[CH:23][CH:22]=4)=[CH:17][C:16]=3[F:28])=[C:5]([CH2:4][C:3]([OH:29])=[O:31])[CH:10]=2)[CH2:13][CH2:12]1. Given the reactants CN(C)[C:3](=[O:29])[CH2:4][C:5]1[CH:10]=[C:9]([CH:11]2[CH2:13][CH2:12]2)[CH:8]=[CH:7][C:6]=1[NH:14][C:15]1[CH:20]=[CH:19][C:18]([C:21]2[CH:26]=[CH:25][C:24]([F:27])=[CH:23][CH:22]=2)=[CH:17][C:16]=1[F:28].[OH-:31].[Na+], predict the reaction product. (2) Given the reactants C([O:3][C:4](=[O:35])[CH2:5][S:6][C:7]1[S:11][C:10]([NH:12][C:13]([N:15]([C:27]2[CH:32]=[CH:31][C:30]([F:33])=[C:29]([F:34])[CH:28]=2)[CH2:16][CH:17]2[CH2:22][CH2:21][CH:20]([C:23]([F:26])([F:25])[F:24])[CH2:19][CH2:18]2)=[O:14])=[N:9][CH:8]=1)C.C1(CN(C2C=CC(S(C)(=O)=O)=CC=2)C(=O)NC2SC=C(CC(O)=O)N=2)CCCC1.FC(F)(F)C1CCC(CNC2C=CC(F)=C(F)C=2)CC1.C(OC(=O)CSC1SC(N)=NC=1)C, predict the reaction product. The product is: [F:34][C:29]1[CH:28]=[C:27]([N:15]([CH2:16][CH:17]2[CH2:22][CH2:21][CH:20]([C:23]([F:25])([F:26])[F:24])[CH2:19][CH2:18]2)[C:13](=[O:14])[NH:12][C:10]2[S:11][C:7]([S:6][CH2:5][C:4]([OH:35])=[O:3])=[CH:8][N:9]=2)[CH:32]=[CH:31][C:30]=1[F:33]. (3) The product is: [CH3:1][C:2]1[C:3]([CH3:32])=[CH:4][C:5]2[N:14]([CH2:15][C:16]([NH:18][CH2:19][CH2:20][P:21](=[O:22])([OH:25])[OH:28])=[O:17])[C:13]3[C:8]([C:9](=[O:30])[NH:10][C:11](=[O:29])[N:12]=3)=[N:7][C:6]=2[CH:31]=1. Given the reactants [CH3:1][C:2]1[C:3]([CH3:32])=[CH:4][C:5]2[N:14]([CH2:15][C:16]([NH:18][CH2:19][CH2:20][P:21](=[O:28])([O:25]CC)[O:22]CC)=[O:17])[C:13]3[C:8]([C:9](=[O:30])[NH:10][C:11](=[O:29])[N:12]=3)=[N:7][C:6]=2[CH:31]=1.Br[Si](C)(C)C, predict the reaction product. (4) Given the reactants [C:1](Cl)(=[O:3])[CH3:2].COC1C=C(OC)C=CC=1C[NH:10][CH:11]1[C:20]2[CH2:19][S:18][N:17]=[C:16]([N:21](C(OC(C)(C)C)=O)C(OC(C)(C)C)=O)[C:15]3=[N:36][N:37]([CH2:39][C:40]4[C:45]([CH3:46])=[C:44]([O:47][CH3:48])[C:43]([CH3:49])=[CH:42][N:41]=4)[N:38]=[C:13]([C:14]=23)[CH2:12]1.N1C=CC=CC=1, predict the reaction product. The product is: [NH2:21][C:16]1[C:15]2[C:14]3[C:13](=[N:38][N:37]([CH2:39][C:40]4[C:45]([CH3:46])=[C:44]([O:47][CH3:48])[C:43]([CH3:49])=[CH:42][N:41]=4)[N:36]=2)[CH2:12][CH:11]([NH:10][C:1](=[O:3])[CH3:2])[C:20]=3[CH2:19][S:18][N:17]=1.